From a dataset of Full USPTO retrosynthesis dataset with 1.9M reactions from patents (1976-2016). Predict the reactants needed to synthesize the given product. (1) Given the product [C:1]([C:4]1[CH:9]=[CH:8][C:7]([N:10]2[C:14]([C:15]3[CH:20]=[CH:19][C:18]([OH:21])=[CH:17][CH:16]=3)=[CH:13][CH:12]=[C:11]2[CH2:22][CH2:23][C:24]([OH:26])=[O:25])=[C:6]([CH3:27])[CH:5]=1)(=[O:3])[NH2:2].[NH2:38][C:36](=[O:37])[CH2:35][O:21][C:18]1[CH:19]=[CH:20][C:15]([C:14]2[N:10]([C:7]3[CH:8]=[CH:9][C:4]([C:1](=[O:3])[NH2:2])=[CH:5][C:6]=3[CH3:27])[C:11]([CH2:22][CH2:23][C:24]([OH:26])=[O:25])=[CH:12][CH:13]=2)=[CH:16][CH:17]=1, predict the reactants needed to synthesize it. The reactants are: [C:1]([C:4]1[CH:9]=[CH:8][C:7]([N:10]2[C:14]([C:15]3[CH:20]=[CH:19][C:18]([OH:21])=[CH:17][CH:16]=3)=[CH:13][CH:12]=[C:11]2[CH2:22][CH2:23][C:24]([OH:26])=[O:25])=[C:6]([CH3:27])[CH:5]=1)(=[O:3])[NH2:2].C(=O)([O-])[O-].[K+].[K+].Br[CH2:35][C:36]([NH2:38])=[O:37].Cl. (2) The reactants are: [CH2:1]([CH:3]1[CH:6]([CH2:7][CH3:8])[NH:5][C:4]1=[O:9])[CH3:2].C[Si]([N-][Si](C)(C)C)(C)C.[Li+].Br[CH2:21][C:22]#[N:23].C(O)(=O)CC(CC(O)=O)(C(O)=O)O. Given the product [CH2:7]([CH:6]1[CH:3]([CH2:1][CH3:2])[C:4](=[O:9])[N:5]1[CH2:21][C:22]#[N:23])[CH3:8], predict the reactants needed to synthesize it.